Dataset: Full USPTO retrosynthesis dataset with 1.9M reactions from patents (1976-2016). Task: Predict the reactants needed to synthesize the given product. (1) Given the product [OH:8][CH:9]([C:33]1[CH:38]=[CH:37][C:36]([O:39][C:40]2[CH:45]=[CH:44][CH:43]=[CH:42][CH:41]=2)=[CH:35][N:34]=1)[CH:10]([NH:25][C:26]([C:54]1[CH:53]=[CH:52][CH:51]=[C:56]2[CH2:57][CH2:58][CH2:59][CH:60]=[CH:61][C:55]=12)=[O:32])[CH2:11][C:12]1[CH:17]=[CH:16][CH:15]=[C:14]([O:18][C:19]([F:23])([F:24])[CH:20]([F:22])[F:21])[CH:13]=1, predict the reactants needed to synthesize it. The reactants are: FC(F)(F)C(O)=O.[OH:8][CH:9]([C:33]1[CH:38]=[CH:37][C:36]([O:39][C:40]2[CH:45]=[CH:44][CH:43]=[CH:42][CH:41]=2)=[CH:35][N:34]=1)[CH:10]([NH:25][C:26](=[O:32])OC(C)(C)C)[CH2:11][C:12]1[CH:17]=[CH:16][CH:15]=[C:14]([O:18][C:19]([F:24])([F:23])[CH:20]([F:22])[F:21])[CH:13]=1.C(=O)([O-])O.[Na+].[C:51]1(C(O)=O)[CH:52]=[CH:53][CH:54]=[C:55]2[CH2:61][CH2:60][CH2:59][CH:58]=[CH:57][C:56]=12.Cl.C(N=C=NCCCN(C)C)C.O.ON1C2C=CC=CC=2N=N1. (2) Given the product [Br:11][CH2:9][C:8]([C:6]1[CH:5]=[CH:4][CH:3]=[C:2]([Br:1])[N:7]=1)=[O:10], predict the reactants needed to synthesize it. The reactants are: [Br:1][C:2]1[N:7]=[C:6]([C:8](=[O:10])[CH3:9])[CH:5]=[CH:4][CH:3]=1.[Br:11]Br. (3) Given the product [CH3:47][O:48][C:45]([C:26]1[CH:27]=[C:28]2[C:23](=[CH:24][CH:25]=1)[C:22](=[O:39])[N:21]([C:18]1[CH:19]=[CH:20][C:15]([N:12]3[CH2:13][CH2:14][C@@H:10]([N:9]([CH3:41])[CH3:8])[CH2:11]3)=[C:16]([F:40])[CH:17]=1)[CH2:30][CH2:29]2)=[O:46], predict the reactants needed to synthesize it. The reactants are: C(N(CC)CC)C.[CH3:8][N:9]([CH3:41])[C@@H:10]1[CH2:14][CH2:13][N:12]([C:15]2[CH:20]=[CH:19][C:18]([N:21]3[CH2:30][CH2:29][C:28]4[C:23](=[CH:24][CH:25]=[C:26](OS(C(F)(F)F)(=O)=O)[CH:27]=4)[C:22]3=[O:39])=[CH:17][C:16]=2[F:40])[CH2:11]1.CN([CH:45]=[O:46])C.[CH3:47][OH:48]. (4) Given the product [Br:10][CH2:9][C:3]1[CH:4]=[CH:5][C:6]([I:8])=[CH:7][C:2]=1[F:1], predict the reactants needed to synthesize it. The reactants are: [F:1][C:2]1[CH:7]=[C:6]([I:8])[CH:5]=[CH:4][C:3]=1[CH3:9].[Br:10]N1C(=O)CCC1=O.C(OOC(=O)C1C=CC=CC=1)(=O)C1C=CC=CC=1. (5) Given the product [NH2:1][C:4]1[CH:12]=[CH:11][CH:10]=[C:9]2[C:5]=1[CH:6]=[N:7][N:8]2[C:13]1[CH:18]=[CH:17][C:16]([F:19])=[CH:15][CH:14]=1, predict the reactants needed to synthesize it. The reactants are: [N+:1]([C:4]1[CH:12]=[CH:11][CH:10]=[C:9]2[C:5]=1[CH:6]=[N:7][N:8]2[C:13]1[CH:18]=[CH:17][C:16]([F:19])=[CH:15][CH:14]=1)([O-])=O.C1COCC1.